Dataset: Catalyst prediction with 721,799 reactions and 888 catalyst types from USPTO. Task: Predict which catalyst facilitates the given reaction. (1) Reactant: [NH2:1][CH:2]1[CH2:7][CH2:6][N:5]([C:8]([O:10][C:11]([CH3:14])([CH3:13])[CH3:12])=[O:9])[CH2:4][CH2:3]1.[F:15][C:16]1[CH:21]=[CH:20][C:19]([N:22]=[C:23]=[O:24])=[CH:18][CH:17]=1.O. Product: [F:15][C:16]1[CH:21]=[CH:20][C:19]([NH:22][C:23](=[O:24])[NH:1][CH:2]2[CH2:3][CH2:4][N:5]([C:8]([O:10][C:11]([CH3:14])([CH3:13])[CH3:12])=[O:9])[CH2:6][CH2:7]2)=[CH:18][CH:17]=1. The catalyst class is: 3. (2) Reactant: [CH3:1][C:2]1[CH:11]=[CH:10][C:5]([C:6]([O:8]C)=[O:7])=[CH:4][C:3]=1[N:12]1[C:21](=[O:22])[C:20]2[C:15](=[CH:16][CH:17]=[C:18]([N:23]3[CH2:28][CH2:27][N:26]([CH:29]([CH3:31])[CH3:30])[CH2:25][CH2:24]3)[CH:19]=2)[N:14]=[CH:13]1.[OH-].[Na+].Cl. Product: [CH3:1][C:2]1[CH:11]=[CH:10][C:5]([C:6]([OH:8])=[O:7])=[CH:4][C:3]=1[N:12]1[C:21](=[O:22])[C:20]2[C:15](=[CH:16][CH:17]=[C:18]([N:23]3[CH2:24][CH2:25][N:26]([CH:29]([CH3:31])[CH3:30])[CH2:27][CH2:28]3)[CH:19]=2)[N:14]=[CH:13]1. The catalyst class is: 24. (3) Reactant: [CH3:1][O:2][C:3](=[O:16])[CH2:4][O:5][C:6]1[CH:11]=[CH:10][C:9]([Cl:12])=[C:8]([N+:13]([O-])=O)[CH:7]=1.[Cl-].[NH4+].O.[OH-].[Na+]. Product: [CH3:1][O:2][C:3](=[O:16])[CH2:4][O:5][C:6]1[CH:11]=[CH:10][C:9]([Cl:12])=[C:8]([NH2:13])[CH:7]=1. The catalyst class is: 415. (4) Reactant: [Cl:1][C:2]1[CH:7]=[CH:6][CH:5]=[CH:4][C:3]=1[CH2:8][N:9]1[C:14](=[O:15])[CH:13]=[C:12]([OH:16])[N:11]=[C:10]1[CH:17]1[CH2:22][CH2:21][CH2:20][CH2:19][CH2:18]1.ClC1C=CC=CC=1CN.Cl.C1([C:39](=[NH:43])[O:40]CC)CCCCC1.N12CCCN=C1CCCCC2.C(OCC)(=O)[CH2:56][C:57]([O:59]CC)=[O:58].C(O)(=O)C. Product: [Cl:1][C:2]1[CH:7]=[CH:6][CH:5]=[CH:4][C:3]=1[CH2:8][N:9]1[C:14](=[O:15])[C:13]([C:39]([NH:43][CH2:56][C:57]([OH:59])=[O:58])=[O:40])=[C:12]([OH:16])[N:11]=[C:10]1[CH:17]1[CH2:18][CH2:19][CH2:20][CH2:21][CH2:22]1. The catalyst class is: 12. (5) Reactant: [N+:1]([C:4]1[CH:9]=[CH:8][CH:7]=[CH:6][C:5]=1[NH:10][CH2:11][CH2:12][C:13]([OH:15])=O)([O-:3])=[O:2].[CH3:16][NH:17][CH2:18][C:19]1[CH:24]=[CH:23][CH:22]=[CH:21][CH:20]=1.C(N(C(C)C)CC)(C)C. Product: [CH2:18]([N:17]([CH3:16])[C:13](=[O:15])[CH2:12][CH2:11][NH:10][C:5]1[CH:6]=[CH:7][CH:8]=[CH:9][C:4]=1[N+:1]([O-:3])=[O:2])[C:19]1[CH:24]=[CH:23][CH:22]=[CH:21][CH:20]=1. The catalyst class is: 2. (6) Reactant: Cl[C:2]1[N:7]=[C:6]([C:8]2[N:13]=[C:12]([NH:14][C@@H:15]([CH:17]3[CH2:19][CH2:18]3)[CH3:16])[N:11]=[C:10]([NH:20][C@@H:21]([CH:23]3[CH2:25][CH2:24]3)[CH3:22])[N:9]=2)[CH:5]=[CH:4][CH:3]=1.[NH:26]1[CH2:29][CH2:28][CH2:27]1.C1(P(C2C=CC=CC=2)C2C=CC3C(=CC=CC=3)C=2C2C3C(=CC=CC=3)C=CC=2P(C2C=CC=CC=2)C2C=CC=CC=2)C=CC=CC=1.CC(C)([O-])C.[Na+]. Product: [N:26]1([C:2]2[N:7]=[C:6]([C:8]3[N:13]=[C:12]([NH:14][C@@H:15]([CH:17]4[CH2:19][CH2:18]4)[CH3:16])[N:11]=[C:10]([NH:20][C@@H:21]([CH:23]4[CH2:25][CH2:24]4)[CH3:22])[N:9]=3)[CH:5]=[CH:4][CH:3]=2)[CH2:29][CH2:28][CH2:27]1. The catalyst class is: 101. (7) Reactant: [CH2:1]([O:8][CH2:9][CH2:10][CH:11]1[CH2:16][CH2:15][C:14]([CH3:18])(O)[CH:13]([CH2:19][CH3:20])[CH2:12]1)[C:2]1[CH:7]=[CH:6][CH:5]=[CH:4][CH:3]=1.S(O)(C1C=CC(C)=CC=1)(=O)=O.O.[O-]S([O-])(=O)=O.[Mg+2]. Product: [CH2:19]([C:13]1[CH2:12][CH:11]([CH2:10][CH2:9][O:8][CH2:1][C:2]2[CH:7]=[CH:6][CH:5]=[CH:4][CH:3]=2)[CH2:16][CH2:15][C:14]=1[CH3:18])[CH3:20]. The catalyst class is: 48.